From a dataset of Reaction yield outcomes from USPTO patents with 853,638 reactions. Predict the reaction yield, written as a fraction of the theoretical maximum amount of product (1.0 means a 100% yield; for example, 0.34 means a 34% yield). The reactants are Cl[CH2:2][C:3]([NH:5][C:6]1[CH:19]=[CH:18][C:17]2[NH:16][C:15](=[O:20])[C:14]3[C:9](=[CH:10][CH:11]=[CH:12][CH:13]=3)[C:8]=2[CH:7]=1)=[O:4].Cl.[C:22]([O:26][C:27](=[O:36])[NH:28][CH2:29][CH2:30][CH2:31][CH2:32][CH2:33][CH2:34][NH2:35])([CH3:25])([CH3:24])[CH3:23].C(N(CC)CC)C. The catalyst is CN(C)C=O.ClCCl. The product is [C:22]([O:26][C:27](=[O:36])[NH:28][CH2:29][CH2:30][CH2:31][CH2:32][CH2:33][CH2:34][NH:35][CH2:2][C:3](=[O:4])[NH:5][C:6]1[CH:19]=[CH:18][C:17]2[NH:16][C:15](=[O:20])[C:14]3[C:9](=[CH:10][CH:11]=[CH:12][CH:13]=3)[C:8]=2[CH:7]=1)([CH3:25])([CH3:23])[CH3:24]. The yield is 0.470.